From a dataset of Forward reaction prediction with 1.9M reactions from USPTO patents (1976-2016). Predict the product of the given reaction. (1) Given the reactants Cl.[Cl:2][C:3]1[N:8]=[N:7][C:6]([CH2:9][NH2:10])=[CH:5][CH:4]=1.C(N(CC)CC)C.[C:18](O[C:18]([O:20][C:21]([CH3:24])([CH3:23])[CH3:22])=[O:19])([O:20][C:21]([CH3:24])([CH3:23])[CH3:22])=[O:19], predict the reaction product. The product is: [C:21]([O:20][C:18](=[O:19])[NH:10][CH2:9][C:6]1[N:7]=[N:8][C:3]([Cl:2])=[CH:4][CH:5]=1)([CH3:24])([CH3:23])[CH3:22]. (2) Given the reactants [CH3:1][N:2]([CH3:19])[C:3]1(N2C=CN=N2)[CH2:13][CH2:12][C:6]2([CH2:10][NH:9][C:8](=[O:11])[CH2:7]2)[CH2:5][CH2:4]1.[Cl:20][C:21]1[S:25][C:24]([Mg]Br)=[CH:23][CH:22]=1.[Cl-].[NH4+], predict the reaction product. The product is: [Cl:20][C:21]1[S:25][C:24]([C:3]2([N:2]([CH3:1])[CH3:19])[CH2:4][CH2:5][C:6]3([CH2:10][NH:9][C:8](=[O:11])[CH2:7]3)[CH2:12][CH2:13]2)=[CH:23][CH:22]=1. (3) Given the reactants N(OC(C)(C)C)=O.N[C:9]1[CH:14]=[C:13]([CH3:15])[C:12]([C:16](=[O:18])[CH3:17])=[C:11]([CH3:19])[CH:10]=1.[ClH:20], predict the reaction product. The product is: [Cl:20][C:9]1[CH:14]=[C:13]([CH3:15])[C:12]([C:16](=[O:18])[CH3:17])=[C:11]([CH3:19])[CH:10]=1. (4) Given the reactants [CH:1]1([CH2:4][NH:5][C@H:6]2[CH2:10][CH2:9][N:8]([C:11]([O:13][C:14]([CH3:17])([CH3:16])[CH3:15])=[O:12])[CH2:7]2)[CH2:3][CH2:2]1.[CH2:18]([S:20][C:21]1[CH:29]=[CH:28][CH:27]=[CH:26][C:22]=1[C:23](O)=[O:24])[CH3:19].C(P1(=O)OP(=O)(CCC)OP(=O)(CCC)O1)CC.C(N(CC)CC)C, predict the reaction product. The product is: [CH:1]1([CH2:4][N:5]([C:23](=[O:24])[C:22]2[CH:26]=[CH:27][CH:28]=[CH:29][C:21]=2[S:20][CH2:18][CH3:19])[C@H:6]2[CH2:10][CH2:9][N:8]([C:11]([O:13][C:14]([CH3:17])([CH3:16])[CH3:15])=[O:12])[CH2:7]2)[CH2:2][CH2:3]1. (5) The product is: [NH2:1][C:2]1[C:3]2[N:4]([C:8]([C@@H:12]3[CH2:17][CH2:16][CH2:15][N:14]([C:18]([O:20][CH2:21][C:22]4[CH:27]=[CH:26][CH:25]=[CH:24][CH:23]=4)=[O:19])[CH2:13]3)=[N:9][C:10]=2[Br:11])[C:5]([C:38]([F:41])([F:40])[F:39])=[CH:6][N:7]=1. Given the reactants [NH2:1][C:2]1[C:3]2[N:4]([C:8]([C@@H:12]3[CH2:17][CH2:16][CH2:15][N:14]([C:18]([O:20][CH2:21][C:22]4[CH:27]=[CH:26][CH:25]=[CH:24][CH:23]=4)=[O:19])[CH2:13]3)=[N:9][C:10]=2[Br:11])[CH:5]=[CH:6][N:7]=1.CC1(C)C2C=CC=CC=2I([C:38]([F:41])([F:40])[F:39])O1.Cl[Si]([Si](C)(C)C)([Si](C)(C)C)[Si](C)(C)C, predict the reaction product.